From a dataset of Full USPTO retrosynthesis dataset with 1.9M reactions from patents (1976-2016). Predict the reactants needed to synthesize the given product. (1) Given the product [Br:1][C:5]1[C:4]([CH2:2][CH3:3])=[CH:10][CH:9]=[CH:8][C:7]=1[CH2:11][CH3:12], predict the reactants needed to synthesize it. The reactants are: [BrH:1].[CH2:2]([C:4]1[CH:10]=[CH:9][CH:8]=[C:7]([CH2:11][CH3:12])[C:5]=1N)[CH3:3].N([O-])=O.[Na+].O.O.O.O.O.O.O.O.O.O.C(=O)([O-])[O-].[Na+].[Na+]. (2) The reactants are: [CH3:1][C:2]1[CH:6]=[CH:5][S:4][C:3]=1[C:7]([O:9][CH3:10])=[O:8].[Cl-].[Al+3].[Cl-].[Cl-].[C:15](Cl)([CH3:18])([CH3:17])[CH3:16]. Given the product [C:15]([C:5]1[S:4][C:3]([C:7]([O:9][CH3:10])=[O:8])=[C:2]([CH3:1])[CH:6]=1)([CH3:18])([CH3:17])[CH3:16], predict the reactants needed to synthesize it. (3) Given the product [ClH:25].[ClH:25].[NH:15]1[CH2:16][CH2:17][CH:12](/[CH:11]=[C:4]2/[C:5]([NH:7][CH2:8][C:9]#[CH:10])=[N:6][C:2](=[O:1])[S:3]/2)[CH2:13][CH2:14]1, predict the reactants needed to synthesize it. The reactants are: [O:1]=[C:2]1[N:6]=[C:5]([NH:7][CH2:8][C:9]#[CH:10])/[C:4](=[CH:11]/[CH:12]2[CH2:17][CH2:16][N:15](C(OC(C)(C)C)=O)[CH2:14][CH2:13]2)/[S:3]1.[ClH:25].C(OCC)(=O)C. (4) Given the product [CH3:1][O:2][C:3]1[CH:4]=[C:5]([NH2:19])[C:6]([NH2:18])=[CH:7][C:8]=1[O:9][CH2:10][N:11]1[CH2:16][CH2:15][CH:14]([CH3:17])[CH2:13][CH2:12]1, predict the reactants needed to synthesize it. The reactants are: [CH3:1][O:2][C:3]1[C:8]([O:9][CH2:10][N:11]2[CH2:16][CH2:15][CH:14]([CH3:17])[CH2:13][CH2:12]2)=[CH:7][C:6]([NH2:18])=[C:5]([N+:19]([O-])=O)[CH:4]=1. (5) Given the product [Cl:16][C:9]1[N:8]=[C:7]([NH:17][C:18]2[CH:19]=[C:20]([CH:23]=[CH:24][CH:25]=2)[C:21]#[N:22])[C:12]([N+:13]([O-:15])=[O:14])=[CH:11][CH:10]=1, predict the reactants needed to synthesize it. The reactants are: C(=O)(O)[O-].[Na+].Cl[C:7]1[C:12]([N+:13]([O-:15])=[O:14])=[CH:11][CH:10]=[C:9]([Cl:16])[N:8]=1.[NH2:17][C:18]1[CH:19]=[C:20]([CH:23]=[CH:24][CH:25]=1)[C:21]#[N:22].